This data is from NCI-60 drug combinations with 297,098 pairs across 59 cell lines. The task is: Regression. Given two drug SMILES strings and cell line genomic features, predict the synergy score measuring deviation from expected non-interaction effect. Cell line: HCT-15. Drug 1: C1=C(C(=O)NC(=O)N1)N(CCCl)CCCl. Drug 2: CC(C)(C#N)C1=CC(=CC(=C1)CN2C=NC=N2)C(C)(C)C#N. Synergy scores: CSS=17.0, Synergy_ZIP=-2.12, Synergy_Bliss=0.961, Synergy_Loewe=0.324, Synergy_HSA=0.110.